From a dataset of Full USPTO retrosynthesis dataset with 1.9M reactions from patents (1976-2016). Predict the reactants needed to synthesize the given product. (1) Given the product [CH3:35][O:36][C:18]([C:10]1[N:9]=[CH:8][N:7]([CH2:6][C:5]2[CH:4]=[C:3]([C:2]([F:28])([F:27])[F:1])[CH:22]=[C:21]([C:23]([F:26])([F:25])[F:24])[CH:20]=2)[C:11]=1[C:12]1[CH:13]=[N:14][CH:15]=[CH:16][CH:17]=1)=[O:29], predict the reactants needed to synthesize it. The reactants are: [F:1][C:2]([F:28])([F:27])[C:3]1[CH:4]=[C:5]([CH:20]=[C:21]([C:23]([F:26])([F:25])[F:24])[CH:22]=1)[CH2:6][N:7]1[C:11]([C:12]2[CH:13]=[N:14][CH:15]=[CH:16][CH:17]=2)=[C:10]([C:18]#N)[N:9]=[CH:8]1.[OH2:29].S(=O)(=O)(O)O.[C:35]([O-])(O)=[O:36].[Na+]. (2) Given the product [CH3:23][C:8]1([CH2:17][C:18]([O:20][CH2:21][CH3:22])=[O:19])[C:16]2[C:11](=[CH:12][CH:13]=[CH:14][CH:15]=2)[CH2:10][CH2:9]1, predict the reactants needed to synthesize it. The reactants are: C[Li].C[Si](Cl)(C)C.[C:8]1(=[CH:17]/[C:18]([O:20][CH2:21][CH3:22])=[O:19])/[CH2:9][CH2:10][C:11]2[C:16]/1=[CH:15][CH:14]=[CH:13][CH:12]=2.[CH2:23]1C2C(=CC=CC=2)C(CC(OCC)=O)=C1. (3) The reactants are: [CH3:1][C:2]([O-])(C)C.[K+].[C:7]1([CH2:13][O:14][CH2:15][CH:16]2[CH2:21][CH:20]([S:22]([C:25]3[CH:30]=[CH:29][CH:28]=[C:27]([C:31]([F:34])([F:33])[F:32])[CH:26]=3)(=[O:24])=[O:23])[CH2:19][CH2:18][O:17]2)[CH:12]=[CH:11][CH:10]=[CH:9][CH:8]=1.C(I)C.O. Given the product [CH2:1]([C:20]1([S:22]([C:25]2[CH:30]=[CH:29][CH:28]=[C:27]([C:31]([F:33])([F:34])[F:32])[CH:26]=2)(=[O:23])=[O:24])[CH2:19][CH2:18][O:17][CH:16]([CH2:15][O:14][CH2:13][C:7]2[CH:12]=[CH:11][CH:10]=[CH:9][CH:8]=2)[CH2:21]1)[CH3:2], predict the reactants needed to synthesize it. (4) Given the product [CH3:1][O:2][C:3](=[O:15])[C:4]1[CH:9]=[C:8]([S:10]([CH3:13])(=[O:12])=[O:11])[CH:7]=[CH:6][C:5]=1[N:18]1[CH2:19][CH2:20][CH2:21][CH2:22][CH:17]1[CH3:16], predict the reactants needed to synthesize it. The reactants are: [CH3:1][O:2][C:3](=[O:15])[C:4]1[CH:9]=[C:8]([S:10]([CH3:13])(=[O:12])=[O:11])[CH:7]=[CH:6][C:5]=1Cl.[CH3:16][CH:17]1[CH2:22][CH2:21][CH2:20][CH2:19][NH:18]1.